Dataset: Reaction yield outcomes from USPTO patents with 853,638 reactions. Task: Predict the reaction yield, written as a fraction of the theoretical maximum amount of product (1.0 means a 100% yield; for example, 0.34 means a 34% yield). (1) The reactants are [CH:1](=[N:5]/[C@H:6]([C:8]1[CH:13]=[CH:12][CH:11]=[CH:10][CH:9]=1)[CH3:7])\[CH2:2][CH2:3][CH3:4].C[Si](C)(C)[O:16][C:17]([O:25][CH2:26][CH3:27])=[C:18]([O:22][CH2:23][CH3:24])[O:19][CH2:20][CH3:21].O.[OH-].[Na+]. The catalyst is CC1CCCO1. The product is [CH2:23]([O:22][C:18]([O:19][CH2:20][CH3:21])([C@@H:1]([NH:5][C@H:6]([C:8]1[CH:9]=[CH:10][CH:11]=[CH:12][CH:13]=1)[CH3:7])[CH2:2][CH2:3][CH3:4])[C:17]([O:25][CH2:26][CH3:27])=[O:16])[CH3:24]. The yield is 0.760. (2) The reactants are [C:1]1([NH:7][C:8]([C:10]2[C:18]3[C:13](=[CH:14][CH:15]=[C:16]([NH2:19])[CH:17]=3)[NH:12][N:11]=2)=[O:9])[CH:6]=[CH:5][CH:4]=[CH:3][CH:2]=1.C(N(CC)C(C)C)(C)C.Cl[CH2:30][CH2:31][CH2:32][S:33](Cl)(=[O:35])=[O:34]. The catalyst is CN(C=O)C.[I-].C([N+](CCCC)(CCCC)CCCC)CCC. The product is [C:1]1([NH:7][C:8]([C:10]2[C:18]3[C:13](=[CH:14][CH:15]=[C:16]([N:19]4[CH2:30][CH2:31][CH2:32][S:33]4(=[O:35])=[O:34])[CH:17]=3)[NH:12][N:11]=2)=[O:9])[CH:6]=[CH:5][CH:4]=[CH:3][CH:2]=1. The yield is 0.0600. (3) The reactants are [NH4+].[N:2]#[C:3][S-:4].[NH2:5][C:6]1[CH:13]=[CH:12][C:9]([C:10]#[N:11])=[CH:8][CH:7]=1. The catalyst is Cl.O. The product is [C:10]([C:9]1[CH:12]=[CH:13][C:6]([NH:5][C:3]([NH2:2])=[S:4])=[CH:7][CH:8]=1)#[N:11]. The yield is 0.400. (4) The reactants are [CH3:1][O:2][C:3](=[O:25])[CH:4]([C:10]1[CH:15]=[CH:14][C:13]([N+:16]([O-])=O)=[C:12]([O:19][CH2:20][C:21]([F:24])([F:23])[F:22])[CH:11]=1)[CH2:5][CH:6]1[CH2:9][CH2:8][CH2:7]1. The catalyst is CCO.[Pd]. The product is [CH3:1][O:2][C:3](=[O:25])[CH:4]([C:10]1[CH:15]=[CH:14][C:13]([NH2:16])=[C:12]([O:19][CH2:20][C:21]([F:24])([F:23])[F:22])[CH:11]=1)[CH2:5][CH:6]1[CH2:7][CH2:8][CH2:9]1. The yield is 0.880. (5) The reactants are B(Cl)(Cl)Cl.C[O:6][C:7]1[CH:14]=[CH:13][C:10]([C:11]#[N:12])=[C:9]([CH3:15])[CH:8]=1. The catalyst is [I-].C([N+](CCCC)(CCCC)CCCC)CCC.ClCCl. The product is [OH:6][C:7]1[CH:14]=[CH:13][C:10]([C:11]#[N:12])=[C:9]([CH3:15])[CH:8]=1. The yield is 0.274.